Dataset: Full USPTO retrosynthesis dataset with 1.9M reactions from patents (1976-2016). Task: Predict the reactants needed to synthesize the given product. (1) The reactants are: C[O-].[Na+].[C:4]1([C:13]2[C:8](=[CH:9][CH:10]=[CH:11][CH:12]=2)[CH2:7][O:6]1)=[O:5].[N+:14]([C:17]1[CH:18]=[C:19]([CH:22]=[CH:23][CH:24]=1)[CH:20]=O)([O-:16])=[O:15].C(OCC)(=O)CC. Given the product [N+:14]([C:17]1[CH:18]=[C:19]([CH:20]2[C:4](=[O:5])[C:13]3[C:8](=[CH:9][CH:10]=[CH:11][CH:12]=3)[C:7]2=[O:6])[CH:22]=[CH:23][CH:24]=1)([O-:16])=[O:15], predict the reactants needed to synthesize it. (2) Given the product [Cl:33][C:21]1[C:14]2[C:15](=[N:16][CH:17]=[CH:18][C:13]=2[CH2:12][C:9]2[CH:10]=[CH:11][C:6]([NH:5][C:3](=[O:4])[C:2]([F:1])([F:31])[F:32])=[CH:7][C:8]=2[F:30])[N:19]([CH2:22][O:23][CH2:24][CH2:25][Si:26]([CH3:27])([CH3:28])[CH3:29])[CH:20]=1, predict the reactants needed to synthesize it. The reactants are: [F:1][C:2]([F:32])([F:31])[C:3]([NH:5][C:6]1[CH:11]=[CH:10][C:9]([CH2:12][C:13]2[CH:18]=[CH:17][N:16]=[C:15]3[N:19]([CH2:22][O:23][CH2:24][CH2:25][Si:26]([CH3:29])([CH3:28])[CH3:27])[CH:20]=[CH:21][C:14]=23)=[C:8]([F:30])[CH:7]=1)=[O:4].[Cl:33]N1C(=O)CCC1=O.